From a dataset of Full USPTO retrosynthesis dataset with 1.9M reactions from patents (1976-2016). Predict the reactants needed to synthesize the given product. (1) The reactants are: O[CH:2]([CH:25]1[S:29][C:28](=[O:30])[NH:27][C:26]1=[O:31])[CH2:3][C@H:4]1[CH2:9][CH2:8][CH2:7][C@@H:6]([O:10][CH2:11][C:12]2[N:13]=[C:14]([C:18]3[CH:19]=[C:20]([CH3:24])[CH:21]=[CH:22][CH:23]=3)[O:15][C:16]=2[CH3:17])[CH2:5]1.C(N(CC)CC)C.S(Cl)(C)(=O)=O. Given the product [CH3:17][C:16]1[O:15][C:14]([C:18]2[CH:19]=[C:20]([CH3:24])[CH:21]=[CH:22][CH:23]=2)=[N:13][C:12]=1[CH2:11][O:10][C@@H:6]1[CH2:7][CH2:8][CH2:9][C@H:4]([CH2:3][CH:2]=[C:25]2[S:29][C:28](=[O:30])[NH:27][C:26]2=[O:31])[CH2:5]1, predict the reactants needed to synthesize it. (2) Given the product [C:25]([O:29][C:30]([NH:32][CH2:33][CH2:34][C:35]([NH:6][C:7]1[CH:8]=[N:9][N:10]2[CH2:15][CH2:14][CH2:13][NH:12][C:11]=12)=[O:36])=[O:31])([CH3:28])([CH3:27])[CH3:26], predict the reactants needed to synthesize it. The reactants are: S(=O)(=O)(O)O.[NH2:6][C:7]1[CH:8]=[N:9][N:10]2[CH2:15][CH2:14][CH2:13][NH:12][C:11]=12.C(N(C(C)C)C(C)C)C.[C:25]([O:29][C:30]([NH:32][CH2:33][CH2:34][C:35](ON1C(=O)CCC1=O)=[O:36])=[O:31])([CH3:28])([CH3:27])[CH3:26]. (3) Given the product [Cl:15][C:16]1[CH:21]=[C:20]([Cl:22])[C:19]([CH3:23])=[CH:18][C:17]=1[S:24]([NH:12][C:10]1[CH:9]=[CH:8][CH:7]=[C:6]([CH2:5][O:4][CH2:3][C:2]([F:1])([F:13])[F:14])[N:11]=1)(=[O:26])=[O:25], predict the reactants needed to synthesize it. The reactants are: [F:1][C:2]([F:14])([F:13])[CH2:3][O:4][CH2:5][C:6]1[N:11]=[C:10]([NH2:12])[CH:9]=[CH:8][CH:7]=1.[Cl:15][C:16]1[CH:21]=[C:20]([Cl:22])[C:19]([CH3:23])=[CH:18][C:17]=1[S:24](Cl)(=[O:26])=[O:25]. (4) Given the product [CH2:1]([N:8]1[CH2:13][CH2:12][N:11]([C:23]([C:19]2[CH:18]=[C:17]3[C:22](=[CH:21][CH:20]=2)[NH:14][N:15]=[CH:16]3)=[O:24])[CH2:10][CH2:9]1)[C:2]1[CH:3]=[CH:4][CH:5]=[CH:6][CH:7]=1, predict the reactants needed to synthesize it. The reactants are: [CH2:1]([N:8]1[CH2:13][CH2:12][NH:11][CH2:10][CH2:9]1)[C:2]1[CH:7]=[CH:6][CH:5]=[CH:4][CH:3]=1.[NH:14]1[C:22]2[C:17](=[CH:18][C:19]([C:23](O)=[O:24])=[CH:20][CH:21]=2)[CH:16]=[N:15]1.Cl.C(N=C=NCCCN(C)C)C.ON1C2C=CC=CC=2N=N1.CN(C1C=CC=CN=1)C.C(=O)([O-])O.[Na+]. (5) Given the product [C:32]1(=[O:41])[C:33]2[C:38](=[CH:37][CH:36]=[CH:35][CH:34]=2)[C:39](=[O:40])[NH:31]1, predict the reactants needed to synthesize it. The reactants are: C(OC(=O)C)(=O)C.O=P12OP3(OP(OP(O3)(O1)=O)(=O)O2)=O.CS(O)(=O)=O.O=C(C)CC[N:31]1[C:39](=[O:40])[C:38]2[C:33](=[CH:34][CH:35]=[CH:36][CH:37]=2)[C:32]1=[O:41]. (6) Given the product [O:1]=[C:2]1[C:10]2[C:5](=[CH:6][CH:7]=[CH:8][CH:9]=2)[C:4](=[O:11])[N:3]1[CH2:12][C:13](=[S:28])[NH2:14], predict the reactants needed to synthesize it. The reactants are: [O:1]=[C:2]1[C:10]2[C:5](=[CH:6][CH:7]=[CH:8][CH:9]=2)[C:4](=[O:11])[N:3]1[CH2:12][C:13]#[N:14].C(OCC)(=O)C.Cl.O1CCCC1.P([S-])(OCC)(OCC)=[S:28]. (7) Given the product [Br:1][C:2]1[C:7]([O:8][CH3:9])=[C:6]([NH2:10])[CH:5]=[C:4]([CH3:13])[N:3]=1, predict the reactants needed to synthesize it. The reactants are: [Br:1][C:2]1[C:7]([O:8][CH3:9])=[C:6]([N+:10]([O-])=O)[CH:5]=[C:4]([CH3:13])[N+:3]=1[O-].[Cl-].[NH4+]. (8) Given the product [F:1][C:2]1[CH:3]=[C:4]([C:8]2[C:12]([CH2:13][O:14][C:15]3[CH:23]=[CH:22][C:18]([C:19]([NH:30][CH:34]([CH3:35])[CH3:33])=[O:21])=[CH:17][N:16]=3)=[C:11]([CH3:24])[O:10][N:9]=2)[CH:5]=[CH:6][CH:7]=1, predict the reactants needed to synthesize it. The reactants are: [F:1][C:2]1[CH:3]=[C:4]([C:8]2[C:12]([CH2:13][O:14][C:15]3[CH:23]=[CH:22][C:18]([C:19]([OH:21])=O)=[CH:17][N:16]=3)=[C:11]([CH3:24])[O:10][N:9]=2)[CH:5]=[CH:6][CH:7]=1.F[B-](F)(F)F.[N:30]1(OC(N(C)C)=[N+](C)C)[C:34]2[CH:35]=CC=C[C:33]=2N=N1.C(N(CC)C(C)C)(C)C.C(N)(C)C. (9) Given the product [N:6]12[CH2:11][CH2:10][CH:9]([CH2:8][CH2:7]1)[C@H:4]([NH:3][CH2:29][CH2:30][N:31]1[C:39]3[C:34](=[CH:35][CH:36]=[CH:37][C:38]=3[C:40]([O:42][CH3:43])=[O:41])[CH:33]=[N:32]1)[CH2:5]2, predict the reactants needed to synthesize it. The reactants are: Cl.Cl.[NH2:3][C@H:4]1[CH:9]2[CH2:10][CH2:11][N:6]([CH2:7][CH2:8]2)[CH2:5]1.[H-].[Na+].C(O[BH-](OC(=O)C)OC(=O)C)(=O)C.[Na+].O=[CH:29][CH2:30][N:31]1[C:39]2[C:34](=[CH:35][CH:36]=[CH:37][C:38]=2[C:40]([O:42][CH3:43])=[O:41])[CH:33]=[N:32]1. (10) Given the product [CH3:20][O:19][CH2:18][CH2:17][N:13]1[CH:14]=[C:10]([C:9]#[C:8][C:6]2[CH:5]=[CH:4][N:3]=[C:2]([CH3:1])[CH:7]=2)[N:11]=[C:12]1[CH3:15], predict the reactants needed to synthesize it. The reactants are: [CH3:1][C:2]1[CH:7]=[C:6]([C:8]#[C:9][C:10]2[N:11]=[C:12]([CH3:15])[NH:13][CH:14]=2)[CH:5]=[CH:4][N:3]=1.Br[CH2:17][CH2:18][O:19][CH3:20].